This data is from Peptide-MHC class I binding affinity with 185,985 pairs from IEDB/IMGT. The task is: Regression. Given a peptide amino acid sequence and an MHC pseudo amino acid sequence, predict their binding affinity value. This is MHC class I binding data. (1) The peptide sequence is GMAEDLQSL. The MHC is HLA-B58:01 with pseudo-sequence HLA-B58:01. The binding affinity (normalized) is 0.0847. (2) The peptide sequence is RTSKTSLER. The MHC is HLA-B51:01 with pseudo-sequence HLA-B51:01. The binding affinity (normalized) is 0. (3) The peptide sequence is VYDFWVWV. The MHC is H-2-Kb with pseudo-sequence H-2-Kb. The binding affinity (normalized) is 0.399. (4) The peptide sequence is AILAGEHKC. The MHC is HLA-B15:17 with pseudo-sequence HLA-B15:17. The binding affinity (normalized) is 0.0847. (5) The peptide sequence is GYCMIRWLG. The MHC is HLA-B08:01 with pseudo-sequence HLA-B08:01. The binding affinity (normalized) is 0.